The task is: Predict the reaction yield, written as a fraction of the theoretical maximum amount of product (1.0 means a 100% yield; for example, 0.34 means a 34% yield).. This data is from Reaction yield outcomes from USPTO patents with 853,638 reactions. The yield is 0.210. The product is [CH2:5]([C@@H:13]1[C@@:12]2([CH3:11])[C:18]([CH2:19][CH2:20][C@@H:21]3[C@@H:22]2[CH2:23][CH2:24][C@@:25]2([CH3:35])[C@H:26]3[CH2:27][CH2:28][C:29]2=[O:34])=[CH:17][C:15](=[O:16])[CH2:14]1)[CH2:6][CH2:7][CH2:8][CH2:9][CH3:10]. The catalyst is CCOCC.C(Cl)Cl.[Cu].C1C=CC=CC=1. The reactants are P(N)([O-])[O-].[CH2:5]=[CH:6][CH2:7][CH2:8][CH2:9][CH3:10].[CH3:11][C@@:12]12[C@H:22]3[CH2:23][CH2:24][C@:25]4([CH3:35])[C@@:29]5([O:34]C(=O)CC5)[CH2:28][CH2:27][C@H:26]4[C@@H:21]3[CH:20]=[CH:19][C:18]1=[CH:17][C:15](=[O:16])[CH2:14][CH2:13]2.C[Si](Cl)(C)C.